This data is from Full USPTO retrosynthesis dataset with 1.9M reactions from patents (1976-2016). The task is: Predict the reactants needed to synthesize the given product. (1) Given the product [CH2:1]([N:8]1[CH2:13][C:12](=[O:14])[NH:11][CH:10]([CH2:15][C:16]2[CH:21]=[CH:20][C:19]([O:22][CH2:23][CH2:24][CH2:25][O:29][CH3:28])=[CH:18][CH:17]=2)[C:9]1=[O:27])[C:2]1[CH:7]=[CH:6][CH:5]=[CH:4][CH:3]=1, predict the reactants needed to synthesize it. The reactants are: [CH2:1]([N:8]1[CH2:13][C:12](=[O:14])[NH:11][CH:10]([CH2:15][C:16]2[CH:21]=[CH:20][C:19]([O:22][CH2:23][CH2:24][CH2:25]Br)=[CH:18][CH:17]=2)[C:9]1=[O:27])[C:2]1[CH:7]=[CH:6][CH:5]=[CH:4][CH:3]=1.[CH3:28][O-:29].[Na+]. (2) Given the product [F:9][C:10]1[CH:11]=[C:12]2[C:16](=[CH:17][CH:18]=1)[NH:15][C:14](=[O:19])[C@:13]12[CH2:2][C@H:20]1[C:21]1[CH:29]=[C:28]2[C:24]([C:25]([I:30])=[N:26][NH:27]2)=[CH:23][CH:22]=1, predict the reactants needed to synthesize it. The reactants are: [I-].[CH3:2][S+](C)(C)=O.[H-].[Na+].[F:9][C:10]1[CH:11]=[C:12]2[C:16](=[CH:17][CH:18]=1)[NH:15][C:14](=[O:19])/[C:13]/2=[CH:20]\[C:21]1[CH:29]=[C:28]2[C:24]([C:25]([I:30])=[N:26][NH:27]2)=[CH:23][CH:22]=1. (3) Given the product [C:1]1([CH:7]([NH:9][NH:10][C:11](=[O:18])[C:12]2[CH:13]=[CH:14][CH:15]=[CH:16][CH:17]=2)[CH3:8])[CH:2]=[CH:3][CH:4]=[CH:5][CH:6]=1, predict the reactants needed to synthesize it. The reactants are: [C:1]1(/[C:7](=[N:9]/[NH:10][C:11](=[O:18])[C:12]2[CH:17]=[CH:16][CH:15]=[CH:14][CH:13]=2)/[CH3:8])[CH:6]=[CH:5][CH:4]=[CH:3][CH:2]=1.CS(O)(=O)=O.O.COC(OC)(C)C.[H][H]. (4) Given the product [I:41][CH2:2][C@@H:3]([CH3:16])[CH2:4][N:5]1[C:10]2[CH:11]=[CH:12][CH:13]=[CH:14][C:9]=2[S:8][CH2:7][C:6]1=[O:15], predict the reactants needed to synthesize it. The reactants are: O[CH2:2][C@@H:3]([CH3:16])[CH2:4][N:5]1[C:10]2[CH:11]=[CH:12][CH:13]=[CH:14][C:9]=2[S:8][CH2:7][C:6]1=[O:15].C1(P(C2C=CC=CC=2)C2C=CC=CC=2)C=CC=CC=1.N1C=CN=C1.[I:41]I. (5) Given the product [Br:9][C:10]1[CH:22]=[CH:21][C:20]([O:23][CH3:24])=[CH:19][C:11]=1[CH2:12][CH:13]1[CH2:14][CH2:15][N:16]([C:39](=[O:40])[CH2:38][CH:35]2[CH2:36][CH2:37][N:32]([C:30]([O:29][C:25]([CH3:27])([CH3:26])[CH3:28])=[O:31])[CH2:33][CH2:34]2)[CH2:17][CH2:18]1, predict the reactants needed to synthesize it. The reactants are: C(N(CC)CC)C.Cl.[Br:9][C:10]1[CH:22]=[CH:21][C:20]([O:23][CH3:24])=[CH:19][C:11]=1[CH2:12][CH:13]1[CH2:18][CH2:17][NH:16][CH2:15][CH2:14]1.[C:25]([O:29][C:30]([N:32]1[CH2:37][CH2:36][CH:35]([CH2:38][C:39](O)=[O:40])[CH2:34][CH2:33]1)=[O:31])([CH3:28])([CH3:27])[CH3:26].O.ON1C2C=CC=CC=2N=N1. (6) The reactants are: [C:1]([C:3]1[CH:15]=[CH:14][C:6]2[O:7][CH2:8][C:9]([CH3:13])([CH3:12])[CH2:10][O:11][C:5]=2[CH:4]=1)#[CH:2].[CH2:16]([O:18][C:19](=[O:27])[C:20]1[CH:25]=[CH:24][C:23](Br)=[CH:22][CH:21]=1)[CH3:17].C(NC(C)C)(C)C.O=[Si]=O. Given the product [CH2:16]([O:18][C:19](=[O:27])[C:20]1[CH:25]=[CH:24][C:23]([C:2]#[C:1][C:3]2[CH:15]=[CH:14][C:6]3[O:7][CH2:8][C:9]([CH3:12])([CH3:13])[CH2:10][O:11][C:5]=3[CH:4]=2)=[CH:22][CH:21]=1)[CH3:17], predict the reactants needed to synthesize it. (7) Given the product [Br:1][C:2]1[CH:10]=[N:9][CH:8]=[CH:7][C:3]=1[C:4]([NH:11][C:12]1[CH:17]=[C:16]([C:18]([F:19])([F:20])[F:21])[CH:15]=[CH:14][C:13]=1[OH:22])=[O:6], predict the reactants needed to synthesize it. The reactants are: [Br:1][C:2]1[CH:10]=[N:9][CH:8]=[CH:7][C:3]=1[C:4]([OH:6])=O.[NH2:11][C:12]1[CH:17]=[C:16]([C:18]([F:21])([F:20])[F:19])[CH:15]=[CH:14][C:13]=1[OH:22].CCN=C=NCCCN(C)C.